Dataset: Forward reaction prediction with 1.9M reactions from USPTO patents (1976-2016). Task: Predict the product of the given reaction. (1) Given the reactants Br[C:2]1[C:11]2[C:6](=[CH:7][CH:8]=[C:9]([F:12])[CH:10]=2)[N:5]=[CH:4][CH:3]=1.C(OC(=O)[NH:19][CH:20]1[CH2:25][CH2:24][NH:23][CH2:22][CH2:21]1)(C)(C)C, predict the reaction product. The product is: [F:12][C:9]1[CH:10]=[C:11]2[C:6](=[CH:7][CH:8]=1)[N:5]=[CH:4][CH:3]=[C:2]2[N:23]1[CH2:24][CH2:25][CH:20]([NH2:19])[CH2:21][CH2:22]1. (2) Given the reactants C(N[CH:5]([CH3:7])[CH3:6])(C)C.C(=O)=O.[CH3:11][C:12](C)=O.C([Li])CCC.C([N-]C(C)C)(C)C.[Li+].[OH:28][C@@H:29]([CH3:35])[CH2:30][C:31]([O:33][CH3:34])=[O:32].BrCC=C(C)C.COCCOC, predict the reaction product. The product is: [OH:28][C@H:29]([C@H:30]([CH2:11][CH:12]=[C:5]([CH3:6])[CH3:7])[C:31]([O:33][CH3:34])=[O:32])[CH3:35].